From a dataset of Reaction yield outcomes from USPTO patents with 853,638 reactions. Predict the reaction yield, written as a fraction of the theoretical maximum amount of product (1.0 means a 100% yield; for example, 0.34 means a 34% yield). (1) The reactants are Br[C:2]1[CH:3]=[C:4]([N:22]([CH:24]2[CH2:28][CH2:27][CH2:26][CH2:25]2)[CH3:23])[C:5]([CH3:21])=[C:6]([CH:20]=1)[C:7]([NH:9][CH2:10][C:11]1[C:12](=[O:19])[NH:13][C:14]([CH3:18])=[CH:15][C:16]=1[CH3:17])=[O:8].[O:29]1[CH2:34][CH2:33][N:32]([CH2:35][CH2:36][N:37]2[CH:41]=[C:40](B(O)O)[CH:39]=[N:38]2)[CH2:31][CH2:30]1.C([O-])([O-])=O.[Na+].[Na+].C(Cl)Cl. The catalyst is O1CCOCC1.C1C=CC([P]([Pd]([P](C2C=CC=CC=2)(C2C=CC=CC=2)C2C=CC=CC=2)([P](C2C=CC=CC=2)(C2C=CC=CC=2)C2C=CC=CC=2)[P](C2C=CC=CC=2)(C2C=CC=CC=2)C2C=CC=CC=2)(C2C=CC=CC=2)C2C=CC=CC=2)=CC=1. The product is [CH:24]1([N:22]([CH3:23])[C:4]2[C:5]([CH3:21])=[C:6]([CH:20]=[C:2]([C:40]3[CH:39]=[N:38][N:37]([CH2:36][CH2:35][N:32]4[CH2:33][CH2:34][O:29][CH2:30][CH2:31]4)[CH:41]=3)[CH:3]=2)[C:7]([NH:9][CH2:10][C:11]2[C:12](=[O:19])[NH:13][C:14]([CH3:18])=[CH:15][C:16]=2[CH3:17])=[O:8])[CH2:28][CH2:27][CH2:26][CH2:25]1. The yield is 0.660. (2) The reactants are [CH3:1][CH:2]1[CH2:7][CH2:6][CH2:5][CH:4]([CH3:8])[C:3]1=[O:9].O1CC[CH2:12][CH2:11]1.[Li]. The catalyst is O. The product is [C:11]([C:3]1([OH:9])[CH:4]([CH3:8])[CH2:5][CH2:6][CH2:7][CH:2]1[CH3:1])#[CH:12]. The yield is 0.350. (3) The reactants are [CH2:1]([C:3]1[S:7][C:6]([C:8]([O:10]C)=[O:9])=[CH:5][C:4]=1[C:12]1[N:16]([CH3:17])[N:15]=[CH:14][CH:13]=1)[CH3:2].[Br:18]N1C(=O)CCC1=O.[OH-].[Na+]. The catalyst is O1CCCC1. The product is [Br:18][C:13]1[CH:14]=[N:15][N:16]([CH3:17])[C:12]=1[C:4]1[CH:5]=[C:6]([C:8]([OH:10])=[O:9])[S:7][C:3]=1[CH2:1][CH3:2]. The yield is 1.00. (4) The reactants are [Br:1][C:2]1[CH:3]=[C:4]2[C:10](I)=[CH:9][N:8]([Si:12]([CH:19]([CH3:21])[CH3:20])([CH:16]([CH3:18])[CH3:17])[CH:13]([CH3:15])[CH3:14])[C:5]2=[N:6][CH:7]=1.[CH3:22][O:23][C:24]1[CH:29]=[CH:28][CH:27]=[CH:26][C:25]=1B(O)O.ClCCl.O. The catalyst is C(#N)C.C1(C)C=CC=CC=1.C(=O)(O)[O-].[Na+]. The product is [Br:1][C:2]1[CH:3]=[C:4]2[C:10]([C:25]3[CH:26]=[CH:27][CH:28]=[CH:29][C:24]=3[O:23][CH3:22])=[CH:9][N:8]([Si:12]([CH:19]([CH3:21])[CH3:20])([CH:16]([CH3:18])[CH3:17])[CH:13]([CH3:15])[CH3:14])[C:5]2=[N:6][CH:7]=1. The yield is 0.730. (5) The reactants are [S:1]1[C:5]2[C:6](=[O:9])[NH:7][CH2:8][C:4]=2[CH:3]=[CH:2]1.C(Cl)Cl.[Br:13]Br. The catalyst is C(O)(=O)C. The product is [Br:13][C:2]1[S:1][C:5]2[C:6](=[O:9])[NH:7][CH2:8][C:4]=2[CH:3]=1. The yield is 0.340. (6) The yield is 0.640. The reactants are C1(P(C2C=CC=CC=2)C2C=CC=CC=2)C=CC=CC=1.BrN1C(=O)CCC1=O.[CH:28]1([CH2:33][C@H:34]([C:38]2[CH:43]=[CH:42][C:41]([Cl:44])=[C:40]([Cl:45])[CH:39]=2)[C:35]([OH:37])=O)[CH2:32][CH2:31][CH2:30][CH2:29]1.[NH2:46][C:47]1[NH:48][C:49]2[CH:55]=[CH:54][CH:53]=[CH:52][C:50]=2[N:51]=1.N1C=CC=CC=1. The catalyst is C(Cl)Cl.O. The product is [NH:48]1[C:49]2[CH:55]=[CH:54][CH:53]=[CH:52][C:50]=2[N:51]=[C:47]1[NH:46][C:35](=[O:37])[C@@H:34]([C:38]1[CH:43]=[CH:42][C:41]([Cl:44])=[C:40]([Cl:45])[CH:39]=1)[CH2:33][CH:28]1[CH2:29][CH2:30][CH2:31][CH2:32]1.